This data is from Catalyst prediction with 721,799 reactions and 888 catalyst types from USPTO. The task is: Predict which catalyst facilitates the given reaction. (1) Product: [NH2:31][C:27]1[C:26]([O:34][CH3:35])=[C:25]([CH:30]=[CH:29][CH:28]=1)[C:24]([NH:23][C:4]1[C:5]([CH3:22])=[CH:6][C:7]([C:9]([F:21])([C:17]([F:18])([F:19])[F:20])[C:10]([F:15])([F:16])[C:11]([F:14])([F:13])[F:12])=[CH:8][C:3]=1[CH2:1][CH3:2])=[O:36]. Reactant: [CH2:1]([C:3]1[CH:8]=[C:7]([C:9]([F:21])([C:17]([F:20])([F:19])[F:18])[C:10]([F:16])([F:15])[C:11]([F:14])([F:13])[F:12])[CH:6]=[C:5]([CH3:22])[C:4]=1[NH:23][C:24](=[O:36])[C:25]1[CH:30]=[CH:29][CH:28]=[C:27]([N+:31]([O-])=O)[C:26]=1[O:34][CH3:35])[CH3:2].[Sn](Cl)(Cl)(Cl)Cl.Cl. The catalyst class is: 32. (2) Reactant: C(O[BH-](OC(=O)C)OC(=O)C)(=O)C.[Na+].[N:15]1[CH:20]=[CH:19][C:18]([C:21]2[CH:31]=[CH:30][C:24]3[CH2:25][CH2:26][NH:27][CH2:28][CH2:29][C:23]=3[CH:22]=2)=[CH:17][CH:16]=1.[C:32]1(=O)[CH2:35][CH2:34][CH2:33]1. Product: [CH:32]1([N:27]2[CH2:26][CH2:25][C:24]3[CH:30]=[CH:31][C:21]([C:18]4[CH:19]=[CH:20][N:15]=[CH:16][CH:17]=4)=[CH:22][C:23]=3[CH2:29][CH2:28]2)[CH2:35][CH2:34][CH2:33]1. The catalyst class is: 98. (3) Reactant: [H-].[H-].[H-].[H-].[Li+].[Al+3].O=O.C[O:10][C:11](=O)[CH2:12][C:13]1[C:17]2[CH:18]=[CH:19][CH:20]=[CH:21][C:16]=2[O:15][CH:14]=1.[H-]. Product: [O:15]1[C:16]2[CH:21]=[CH:20][CH:19]=[CH:18][C:17]=2[C:13]([CH2:12][CH2:11][OH:10])=[CH:14]1. The catalyst class is: 280.